Dataset: Catalyst prediction with 721,799 reactions and 888 catalyst types from USPTO. Task: Predict which catalyst facilitates the given reaction. Reactant: [NH2:1][C:2]1[N:7]=[CH:6][C:5](/[CH:8]=[CH:9]/[C:10]([O:12][C:13]([CH3:16])([CH3:15])[CH3:14])=[O:11])=[CH:4][CH:3]=1.C([O-])=O.[NH4+]. Product: [NH2:1][C:2]1[N:7]=[CH:6][C:5]([CH2:8][CH2:9][C:10]([O:12][C:13]([CH3:16])([CH3:15])[CH3:14])=[O:11])=[CH:4][CH:3]=1. The catalyst class is: 199.